This data is from Forward reaction prediction with 1.9M reactions from USPTO patents (1976-2016). The task is: Predict the product of the given reaction. (1) Given the reactants C(OC(=O)[NH:7][C:8]1[CH:13]=[CH:12][CH:11]=[C:10]([CH:14]([NH:16][C:17]2[C:26]3[C:21](=[C:22]([C:27](=[O:29])[NH2:28])[CH:23]=[CH:24][CH:25]=3)[N:20]=[CH:19][N:18]=2)[CH3:15])[CH:9]=1)(C)(C)C.Cl, predict the reaction product. The product is: [NH2:7][C:8]1[CH:9]=[C:10]([CH:14]([NH:16][C:17]2[C:26]3[C:21](=[C:22]([C:27]([NH2:28])=[O:29])[CH:23]=[CH:24][CH:25]=3)[N:20]=[CH:19][N:18]=2)[CH3:15])[CH:11]=[CH:12][CH:13]=1. (2) Given the reactants [Cl:1][C:2]1[CH:7]=[CH:6][C:5]([N:8]2[C:28](=[O:29])[CH:11]3[CH2:12][N:13]([C:16](=[N:25][C:26]#[N:27])[NH:17][C:18]4[CH:23]=[CH:22][CH:21]=[CH:20][C:19]=4[CH3:24])[CH2:14][CH2:15][N:10]3[C:9]2=[O:30])=[CH:4][CH:3]=1.C(N=C(N1CCN(C(=O)NC2C=CC=CC=2)C(C(OCC)=O)C1)NC1C=CC=CC=1C)#N.[BH4-].[Li+].Cl.C(=O)(O)[O-].[Na+], predict the reaction product. The product is: [Cl:1][C:2]1[CH:7]=[CH:6][C:5]([NH:8][C:9]([N:10]2[CH2:15][CH2:14][N:13]([C:16](=[N:25][C:26]#[N:27])[NH:17][C:18]3[CH:23]=[CH:22][CH:21]=[CH:20][C:19]=3[CH3:24])[CH2:12][CH:11]2[CH2:28][OH:29])=[O:30])=[CH:4][CH:3]=1. (3) Given the reactants [CH3:1]C(C)([O-])C.[K+].C(NC(C)C)(C)C.C([Li])CCC.[Si:19]([O:26][CH:27]([C:37]([F:40])([F:39])[F:38])[CH2:28][CH:29]([C:31]1[CH:36]=[CH:35][CH:34]=[CH:33][N:32]=1)[CH3:30])([C:22]([CH3:25])([CH3:24])[CH3:23])([CH3:21])[CH3:20].CI, predict the reaction product. The product is: [Si:19]([O:26][CH:27]([C:37]([F:38])([F:40])[F:39])[CH2:28][C:29]([C:31]1[CH:36]=[CH:35][CH:34]=[CH:33][N:32]=1)([CH3:1])[CH3:30])([C:22]([CH3:25])([CH3:23])[CH3:24])([CH3:21])[CH3:20]. (4) The product is: [Cl:1][C:2]1[C:3]([C:9]#[N:10])=[N:4][CH:5]=[C:6](/[CH:11]=[CH:12]/[CH3:16])[CH:7]=1. Given the reactants [Cl:1][C:2]1[C:3]([C:9]#[N:10])=[N:4][CH:5]=[C:6](Cl)[CH:7]=1.[CH3:11][C:12]1(C)[C:16](C)(C)OB(/C=C/C)O1.C(=O)([O-])[O-].[Na+].[Na+], predict the reaction product. (5) Given the reactants Br[C:2]1[CH:40]=[CH:39][C:5]([CH2:6][N:7]2[C:11]3[CH:12]=[CH:13][C:14]([O:16][CH2:17][C:18]4[CH:27]=[CH:26][C:25]5[C:20](=[CH:21][CH:22]=[CH:23][CH:24]=5)[N:19]=4)=[CH:15][C:10]=3[N:9]=[C:8]2[CH2:28][C:29]2([C:34]([O:36]CC)=[O:35])[CH2:33][CH2:32][CH2:31][CH2:30]2)=[CH:4][CH:3]=1.[S:41]1[CH:45]=[C:44](B2OC(C)(C)C(C)(C)O2)[N:43]=[CH:42]1, predict the reaction product. The product is: [N:19]1[C:20]2[C:25](=[CH:24][CH:23]=[CH:22][CH:21]=2)[CH:26]=[CH:27][C:18]=1[CH2:17][O:16][C:14]1[CH:13]=[CH:12][C:11]2[N:7]([CH2:6][C:5]3[CH:39]=[CH:40][C:2]([C:44]4[N:43]=[CH:42][S:41][CH:45]=4)=[CH:3][CH:4]=3)[C:8]([CH2:28][C:29]3([C:34]([OH:36])=[O:35])[CH2:33][CH2:32][CH2:31][CH2:30]3)=[N:9][C:10]=2[CH:15]=1. (6) Given the reactants [Cl:1][C:2]1[CH:10]=[C:9]([N:11]2[C:15]3=[N:16][CH:17]=[CH:18][CH:19]=[C:14]3[C:13]([Cl:20])=[CH:12]2)[CH:8]=[CH:7][C:3]=1[C:4]([OH:6])=O.[NH2:21][C:22]1[CH:23]=[CH:24][C:25]2[CH2:29][O:28][B:27]([OH:30])[C:26]=2[CH:31]=1, predict the reaction product. The product is: [Cl:1][C:2]1[CH:10]=[C:9]([N:11]2[C:15]3=[N:16][CH:17]=[CH:18][CH:19]=[C:14]3[C:13]([Cl:20])=[CH:12]2)[CH:8]=[CH:7][C:3]=1[C:4]([NH:21][C:22]1[CH:23]=[CH:24][C:25]2[CH2:29][O:28][B:27]([OH:30])[C:26]=2[CH:31]=1)=[O:6].